This data is from Experimentally validated miRNA-target interactions with 360,000+ pairs, plus equal number of negative samples. The task is: Binary Classification. Given a miRNA mature sequence and a target amino acid sequence, predict their likelihood of interaction. (1) The miRNA is mmu-miR-7663-5p with sequence GCUGCUUGGUGAUCAUCCACUGU. The protein sequence of the target gene is MERVTLALLLLAGLTALEANDPFANKDDPFYYDWKNLQLSGLICGGLLAIAGIAAVLSGKCKCKSSQKQHSPVPEKAIPLITPGSATTC. Result: 0 (no interaction). (2) The protein sequence of the target gene is MPPPAPGARLRLLAAAALAGLAVISRGLLSQSLEFSSPADNYTVCEGDNATLSCFIDEHVTRVAWLNRSNILYAGNDRWTSDPRVRLLINTPEEFSILITQVGLGDEGLYTCSFQTRHQPYTTQVYLIVHVPARIVNISSPVAVNEGGNVNLLCLAVGRPEPTVTWRQLRDGFTSEGEILEISDIQRGQAGEYECVTHNGVNSAPDSRRVLVTVNYPPTITDVTSARTALGRAALLRCEAMAVPPADFQWYKDDRLLSSGSAEGLKVQTERTRSMLLFANVSARHYGNYTCRAANRLGAS.... Result: 0 (no interaction). The miRNA is hsa-miR-611 with sequence GCGAGGACCCCUCGGGGUCUGAC. (3) The miRNA is rno-miR-18a-5p with sequence UAAGGUGCAUCUAGUGCAGAUAG. The protein sequence of the target gene is MTHTRRKSLPMLSSGLTGRREPLQMEDSNMEQGVEGVEPGMPESPGHLTGRRKNYPLRKRPLVPEKPKACKVLLTRLENVAGPRSADEADELPPDLPKPPSPAPSSEDPGLAQPRKRRLASLNAEALNNLLLEREDTSSLAGTRRSRAGDPHRSRDRDRATGGWSSSKKRPRLGDLGGGSRDLSPEPAPDEGPRRDGDPAPKRLASLNAAAFLKLSQERELPLRLPRAHAEVDGRSTEPPAPKAPRPKWPKVNGKNYPKAWQGASSGEAAGPPGWQGCPDEPWPSATPCGPSVQPSHQPL.... Result: 0 (no interaction). (4) The miRNA is hsa-miR-3620-3p with sequence UCACCCUGCAUCCCGCACCCAG. The protein sequence of the target gene is MMNFLRRRLSDSSFIANLPNGYMTDLQRPEPQQPPPAPGPGAATASAATSAASPGPERRPPPAQAPAPQPAPQPAPTPSVGSSFFSSLSQAVKQTAASAGLVDAPAPSAASRKAKVLLVVDEPHTDWAKCFRGKKILGDYDIKVEQAEFSELNLVAHADGTYAVDMQVLRNGTKVVRSFRPDFVLIRQHAFGMAENEDFRHLVIGMQYAGLPSINSLESIYNFCDKPWVFAQMVAIFKTLGGEKFPLIEQTYYPNHREMLTLPTFPVVVKIGHAHSGMGKVKVENHYDFQDIASVVALTQ.... Result: 0 (no interaction).